The task is: Predict which catalyst facilitates the given reaction.. This data is from Catalyst prediction with 721,799 reactions and 888 catalyst types from USPTO. Reactant: C(=O)([O-])[O-].[Na+].[Na+].[NH:7]1[CH2:13][CH2:12][CH2:11][NH:10][CH2:9][CH2:8]1.Br[CH2:15][CH2:16][CH2:17][CH2:18][C:19]([O:21][CH2:22][CH3:23])=[O:20]. Product: [CH2:22]([O:21][C:19](=[O:20])[CH2:18][CH2:17][CH2:16][CH2:15][N:7]1[CH2:13][CH2:12][CH2:11][NH:10][CH2:9][CH2:8]1)[CH3:23]. The catalyst class is: 23.